This data is from Forward reaction prediction with 1.9M reactions from USPTO patents (1976-2016). The task is: Predict the product of the given reaction. Given the reactants [CH2:1]([O:3][C:4]1[CH:5]=[C:6]([CH:28]=[C:29]([O:32][CH2:33][CH3:34])[C:30]=1F)[CH2:7][N:8]1[CH2:13][CH2:12][CH:11]([NH:14][C:15]2[O:16][C:17]3[CH:23]=[CH:22][C:21]([O:24][CH2:25][CH2:26][OH:27])=[CH:20][C:18]=3[N:19]=2)[CH2:10][CH2:9]1)[CH3:2].C(OC1C=C(C=O)C=C(OCC)C=1[C:49]1[CH:54]=[CH:53][C:52]([F:55])=[CH:51][CH:50]=1)C.C([BH3-])#N.[Na+].C(N(C(C)C)C(C)C)C, predict the reaction product. The product is: [CH2:1]([O:3][C:4]1[CH:5]=[C:6]([CH2:7][N:8]2[CH2:9][CH2:10][CH:11]([NH:14][C:15]3[O:16][C:17]4[CH:23]=[CH:22][C:21]([O:24][CH2:25][CH2:26][OH:27])=[CH:20][C:18]=4[N:19]=3)[CH2:12][CH2:13]2)[CH:28]=[C:29]([O:32][CH2:33][CH3:34])[C:30]=1[C:49]1[CH:54]=[CH:53][C:52]([F:55])=[CH:51][CH:50]=1)[CH3:2].